Dataset: Reaction yield outcomes from USPTO patents with 853,638 reactions. Task: Predict the reaction yield, written as a fraction of the theoretical maximum amount of product (1.0 means a 100% yield; for example, 0.34 means a 34% yield). (1) The reactants are [CH2:1]([S:3]([N:6]1[CH2:11][CH2:10][CH:9]([C:12]2[C:20]3[C:15](=[C:16]([C:34]([NH2:36])=[O:35])[CH:17]=[C:18]([C:21]4[CH:26]=[CH:25][CH:24]=[C:23]([CH2:27][NH:28][CH2:29][CH:30]([CH3:33])[CH2:31][CH3:32])[CH:22]=4)[CH:19]=3)[NH:14][CH:13]=2)[CH2:8][CH2:7]1)(=[O:5])=[O:4])[CH3:2].CC(CC)CN. No catalyst specified. The product is [CH2:1]([S:3]([N:6]1[CH2:11][CH2:10][CH:9]([C:12]2[C:20]3[C:15](=[C:16]([C:34]([NH2:36])=[O:35])[CH:17]=[C:18]([C:21]4[CH:26]=[CH:25][CH:24]=[C:23]([CH2:27][NH:28][CH2:29][C@@H:30]([CH3:33])[CH2:31][CH3:32])[CH:22]=4)[CH:19]=3)[NH:14][CH:13]=2)[CH2:8][CH2:7]1)(=[O:5])=[O:4])[CH3:2]. The yield is 0.587. (2) The reactants are [F:1][C:2]1[CH:7]=[C:6]([I:8])[CH:5]=[CH:4][C:3]=1[NH:9][C:10]1[N:15]([CH3:16])[C:14](=[O:17])[C:13]2[CH:18]=[CH:19][S:20][C:12]=2[C:11]=1[C:21](OC)=[O:22].[CH:25]([O:27][CH2:28][CH2:29][O:30][NH2:31])=[CH2:26].[Li+].C[Si]([N-][Si](C)(C)C)(C)C.Cl. The catalyst is C1COCC1. The product is [F:1][C:2]1[CH:7]=[C:6]([I:8])[CH:5]=[CH:4][C:3]=1[NH:9][C:10]1[N:15]([CH3:16])[C:14](=[O:17])[C:13]2[CH:18]=[CH:19][S:20][C:12]=2[C:11]=1[C:21]([NH:31][O:30][CH2:29][CH2:28][O:27][CH:25]=[CH2:26])=[O:22]. The yield is 0.370. (3) The reactants are [F:1][C:2]1[CH:7]=[C:6]([F:8])[CH:5]=[CH:4][C:3]=1/[CH:9]=[CH:10]/[C:11]1[CH:16]=[CH:15][C:14]([S:17]([C:20]2[CH:27]=[CH:26][CH:25]=[CH:24][C:21]=2[C:22]#[N:23])(=[O:19])=[O:18])=[CH:13][CH:12]=1.[OH-:28].[Na+].O.Cl. The catalyst is C(O)C.C(OCC)(=O)C. The product is [F:1][C:2]1[CH:7]=[C:6]([F:8])[CH:5]=[CH:4][C:3]=1/[CH:9]=[CH:10]/[C:11]1[CH:12]=[CH:13][C:14]([S:17]([C:20]2[CH:27]=[CH:26][CH:25]=[CH:24][C:21]=2[C:22]([NH2:23])=[O:28])(=[O:18])=[O:19])=[CH:15][CH:16]=1. The yield is 0.520. (4) The reactants are [C:1]1([C:7]2[CH:12]=[CH:11][C:10]([C:13]([CH3:15])=[CH2:14])=[CH:9][N:8]=2)[CH:6]=[CH:5][CH:4]=[CH:3][CH:2]=1. The catalyst is [Pd].[Pt].CCO. The product is [C:1]1([C:7]2[CH:12]=[CH:11][C:10]([CH:13]([CH3:15])[CH3:14])=[CH:9][N:8]=2)[CH:2]=[CH:3][CH:4]=[CH:5][CH:6]=1. The yield is 0.540. (5) The reactants are P(Br)(Br)([Br:3])=O.[CH:6]1([CH2:9][N:10]2[CH:15]=[CH:14][C:13](O)=[C:12]([C:17]([F:20])([F:19])[F:18])[C:11]2=[O:21])[CH2:8][CH2:7]1. The catalyst is CN(C=O)C. The product is [Br:3][C:13]1[CH:14]=[CH:15][N:10]([CH2:9][CH:6]2[CH2:8][CH2:7]2)[C:11](=[O:21])[C:12]=1[C:17]([F:20])([F:19])[F:18]. The yield is 0.420. (6) The reactants are [NH2:1][C:2]1[N:7]=[CH:6][N:5]=[C:4]([C:8]2[NH:12][C:11]([C:13]([OH:15])=O)=[C:10]([C:16]3[CH:21]=[C:20]([Cl:22])[CH:19]=[CH:18][C:17]=3[CH3:23])[CH:9]=2)[CH:3]=1.CC[N:26](C(C)C)C(C)C.CCN=C=NCCCN(C)C.Cl.C1C=CC2N(O)N=NC=2C=1.N. The catalyst is CN(C=O)C.C(=O)([O-])O.[Na+]. The product is [NH2:1][C:2]1[N:7]=[CH:6][N:5]=[C:4]([C:8]2[NH:12][C:11]([C:13]([NH2:26])=[O:15])=[C:10]([C:16]3[CH:21]=[C:20]([Cl:22])[CH:19]=[CH:18][C:17]=3[CH3:23])[CH:9]=2)[CH:3]=1. The yield is 0.800. (7) The reactants are [CH2:1]([O:8][C:9]1[C:14]([CH2:15][N:16]2[CH2:25][CH2:24][C:23]3[C:18](=[C:19]([Cl:31])[C:20]([O:27][CH:28]([CH3:30])[CH3:29])=[CH:21][C:22]=3Br)[C:17]2=[O:32])=[C:13]([CH3:33])[CH:12]=[C:11]([CH3:34])[N:10]=1)[C:2]1[CH:7]=[CH:6][CH:5]=[CH:4][CH:3]=1.CC1(C)C(C)(C)OB([C:43]2[CH:44]=[CH:45][C:46]([N:49]3[CH2:54][CH2:53][N:52]([C:55]([O:57][C:58]([CH3:61])([CH3:60])[CH3:59])=[O:56])[CH2:51][CH2:50]3)=[N:47][CH:48]=2)O1.C([O-])([O-])=O.[Na+].[Na+]. The catalyst is C1C=CC(P([C]2[CH][CH][CH][CH]2)C2C=CC=CC=2)=CC=1.C1C=CC(P([C]2[CH][CH][CH][CH]2)C2C=CC=CC=2)=CC=1.Cl[Pd]Cl.[Fe].C(Cl)Cl.O1CCOCC1. The product is [CH2:1]([O:8][C:9]1[C:14]([CH2:15][N:16]2[CH2:25][CH2:24][C:23]3[C:18](=[C:19]([Cl:31])[C:20]([O:27][CH:28]([CH3:30])[CH3:29])=[CH:21][C:22]=3[C:43]3[CH:44]=[CH:45][C:46]([N:49]4[CH2:54][CH2:53][N:52]([C:55]([O:57][C:58]([CH3:61])([CH3:60])[CH3:59])=[O:56])[CH2:51][CH2:50]4)=[N:47][CH:48]=3)[C:17]2=[O:32])=[C:13]([CH3:33])[CH:12]=[C:11]([CH3:34])[N:10]=1)[C:2]1[CH:7]=[CH:6][CH:5]=[CH:4][CH:3]=1. The yield is 0.580.